Dataset: Forward reaction prediction with 1.9M reactions from USPTO patents (1976-2016). Task: Predict the product of the given reaction. (1) Given the reactants [O:1]1[CH2:6][CH2:5][CH2:4][CH2:3][CH:2]1[N:7]1[C:15]2[C:10](=[CH:11][C:12]([C:16]3[N:20]=[CH:19][N:18]([C:21]([C:34]4[CH:39]=[CH:38][CH:37]=[CH:36][CH:35]=4)([C:28]4[CH:33]=[CH:32][CH:31]=[CH:30][CH:29]=4)[C:22]4[CH:27]=[CH:26][CH:25]=[CH:24][CH:23]=4)[N:17]=3)=[CH:13][CH:14]=2)[C:9]([C:40]2[CH:41]=[C:42]([NH2:46])[CH:43]=[CH:44][CH:45]=2)=[N:8]1.[C:47]1([CH2:53][CH2:54][C:55](Cl)=[O:56])[CH:52]=[CH:51][CH:50]=[CH:49][CH:48]=1.C(N(CC)CC)C, predict the reaction product. The product is: [O:1]1[CH2:6][CH2:5][CH2:4][CH2:3][CH:2]1[N:7]1[C:15]2[C:10](=[CH:11][C:12]([C:16]3[N:20]=[CH:19][N:18]([C:21]([C:28]4[CH:33]=[CH:32][CH:31]=[CH:30][CH:29]=4)([C:22]4[CH:27]=[CH:26][CH:25]=[CH:24][CH:23]=4)[C:34]4[CH:35]=[CH:36][CH:37]=[CH:38][CH:39]=4)[N:17]=3)=[CH:13][CH:14]=2)[C:9]([C:40]2[CH:41]=[C:42]([NH:46][C:55](=[O:56])[CH2:54][CH2:53][C:47]3[CH:52]=[CH:51][CH:50]=[CH:49][CH:48]=3)[CH:43]=[CH:44][CH:45]=2)=[N:8]1. (2) Given the reactants [Cl:1][C:2]1[CH:7]=[CH:6][C:5]([C:8](=[O:18])[NH:9][CH2:10][C:11]2[CH:16]=[CH:15][CH:14]=[C:13]([Cl:17])[CH:12]=2)=[CH:4][C:3]=1[NH:19][C:20]([C:22]1[C:35](=[O:36])[NH:34][C:25]2[N:26]=[C:27](S(C)(=O)=O)[N:28]=[CH:29][C:24]=2[CH:23]=1)=[O:21].[NH:37]1[CH2:42][CH2:41][O:40][CH2:39][CH2:38]1.CN(C=O)C, predict the reaction product. The product is: [Cl:1][C:2]1[CH:7]=[CH:6][C:5]([C:8](=[O:18])[NH:9][CH2:10][C:11]2[CH:16]=[CH:15][CH:14]=[C:13]([Cl:17])[CH:12]=2)=[CH:4][C:3]=1[NH:19][C:20]([C:22]1[C:35](=[O:36])[NH:34][C:25]2[N:26]=[C:27]([N:37]3[CH2:42][CH2:41][O:40][CH2:39][CH2:38]3)[N:28]=[CH:29][C:24]=2[CH:23]=1)=[O:21]. (3) Given the reactants [C:1]([C:4]1[CH:9]=[CH:8][CH:7]=[C:6]([C:10](=O)[CH3:11])[N:5]=1)(=O)[CH3:2].[Cl:13][C:14]1[CH:20]=[C:19]([CH3:21])[CH:18]=[C:17]([CH3:22])[C:15]=1[NH2:16], predict the reaction product. The product is: [Cl:13][C:14]1[CH:20]=[C:19]([CH3:21])[CH:18]=[C:17]([CH3:22])[C:15]=1[N:16]=[C:1]([C:4]1[CH:9]=[CH:8][CH:7]=[C:6]([C:10](=[N:16][C:15]2[C:17]([CH3:22])=[CH:18][C:19]([CH3:21])=[CH:20][C:14]=2[Cl:13])[CH3:11])[N:5]=1)[CH3:2]. (4) Given the reactants [H-].[Na+].[Cl:3][C:4]1[CH:38]=[CH:37][CH:36]=[C:35]([Cl:39])[C:5]=1[CH2:6][C:7]1[CH:17]=[C:16]([NH:18][C:19]2[CH:24]=[CH:23][C:22]([N:25]3[CH2:30][CH2:29][N:28]([CH3:31])[CH2:27][CH2:26]3)=[CH:21][C:20]=2[O:32][CH3:33])[C:10]([C:11]([O:13]CC)=O)=[C:9](C)[N:8]=1.[N:40]1[CH:45]=NC=NC=1.[Cl-].[NH4+].[CH3:48]N(C)C=O, predict the reaction product. The product is: [Cl:39][C:35]1[CH:36]=[CH:37][CH:38]=[C:4]([Cl:3])[C:5]=1[CH2:6][C:7]1[CH:17]=[C:16]([NH:18][C:19]2[CH:24]=[CH:23][C:22]([N:25]3[CH2:26][CH2:27][N:28]([CH3:31])[CH2:29][CH2:30]3)=[CH:21][C:20]=2[O:32][CH3:33])[C:10]2[C:11](=[O:13])[NH:40][CH:45]=[CH:48][C:9]=2[N:8]=1.